From a dataset of Reaction yield outcomes from USPTO patents with 853,638 reactions. Predict the reaction yield, written as a fraction of the theoretical maximum amount of product (1.0 means a 100% yield; for example, 0.34 means a 34% yield). (1) The reactants are [Br:1][C:2]1[O:3][CH:4]=[C:5]([C:7]([O:9]CC)=[O:8])[N:6]=1.[OH-].[Li+]. The catalyst is C1COCC1.CO.O. The product is [Br:1][C:2]1[O:3][CH:4]=[C:5]([C:7]([OH:9])=[O:8])[N:6]=1. The yield is 0.880. (2) The reactants are [Cl:1][C:2]([Cl:45])([Cl:44])[C:3]([O:6][C:7]([N:9]1[C@H:14]2[C:15]([C:32]([O:34][CH2:35][CH3:36])=[O:33])=[C:16]([C:18]3[CH:23]=[CH:22][C:21]([O:24][Si](C(C)(C)C)(C)C)=[CH:20][CH:19]=3)[CH2:17][C@@H:10]1[CH2:11][N:12]([C:37]([O:39][C:40]([CH3:43])([CH3:42])[CH3:41])=[O:38])[CH2:13]2)=[O:8])([CH3:5])[CH3:4].CC1C=CC(S(O)(=O)=O)=CC=1.C([O-])([O-])=O.[Na+].[Na+]. The catalyst is CO. The product is [Cl:45][C:2]([Cl:1])([Cl:44])[C:3]([O:6][C:7]([N:9]1[C@H:14]2[C:15]([C:32]([O:34][CH2:35][CH3:36])=[O:33])=[C:16]([C:18]3[CH:23]=[CH:22][C:21]([OH:24])=[CH:20][CH:19]=3)[CH2:17][C@@H:10]1[CH2:11][N:12]([C:37]([O:39][C:40]([CH3:43])([CH3:42])[CH3:41])=[O:38])[CH2:13]2)=[O:8])([CH3:4])[CH3:5]. The yield is 0.330.